From a dataset of Catalyst prediction with 721,799 reactions and 888 catalyst types from USPTO. Predict which catalyst facilitates the given reaction. (1) The catalyst class is: 1. Reactant: [NH2:1][C:2]1[C:15]([O:16][CH3:17])=[CH:14][C:13]2[C@:12]34[CH2:18][CH2:19][N:20]([C:21]([O:23][CH2:24][C:25]5[CH:30]=[CH:29][CH:28]=[CH:27][CH:26]=5)=[O:22])[C@@H:6]([C@@H:7]3[CH2:8][CH2:9][CH2:10][CH2:11]4)[CH2:5][C:4]=2[CH:3]=1.[C:31](O[C:31]([O:33][C:34]([CH3:37])([CH3:36])[CH3:35])=[O:32])([O:33][C:34]([CH3:37])([CH3:36])[CH3:35])=[O:32].C([O-])(O)=O.[Na+]. Product: [C:34]([O:33][C:31]([NH:1][C:2]1[C:15]([O:16][CH3:17])=[CH:14][C:13]2[C@:12]34[CH2:18][CH2:19][N:20]([C:21]([O:23][CH2:24][C:25]5[CH:26]=[CH:27][CH:28]=[CH:29][CH:30]=5)=[O:22])[C@@H:6]([C@@H:7]3[CH2:8][CH2:9][CH2:10][CH2:11]4)[CH2:5][C:4]=2[CH:3]=1)=[O:32])([CH3:37])([CH3:36])[CH3:35]. (2) Reactant: CN(C(ON1N=NC2C=CC=NC1=2)=[N+](C)C)C.F[P-](F)(F)(F)(F)F.[CH3:25][C:26]1[S:30][C:29]([C:31]([OH:33])=O)=[CH:28][CH:27]=1.[CH:34]([N:47]1[CH2:50][C:49]2([CH2:55][NH:54][CH2:53][CH2:52][O:51]2)[CH2:48]1)([C:41]1[CH:46]=[CH:45][CH:44]=[CH:43][CH:42]=1)[C:35]1[CH:40]=[CH:39][CH:38]=[CH:37][CH:36]=1.C(N(CC)CC)C. Product: [CH:34]([N:47]1[CH2:50][C:49]2([CH2:55][N:54]([C:31]([C:29]3[S:30][C:26]([CH3:25])=[CH:27][CH:28]=3)=[O:33])[CH2:53][CH2:52][O:51]2)[CH2:48]1)([C:35]1[CH:36]=[CH:37][CH:38]=[CH:39][CH:40]=1)[C:41]1[CH:42]=[CH:43][CH:44]=[CH:45][CH:46]=1. The catalyst class is: 3.